From a dataset of Retrosynthesis with 50K atom-mapped reactions and 10 reaction types from USPTO. Predict the reactants needed to synthesize the given product. (1) Given the product COCc1c(F)c(F)c(COC(=O)C(c2cnc(C(C)(C)C)nc2)C(C)(C)C)c(F)c1F, predict the reactants needed to synthesize it. The reactants are: CC(C)(C)c1ncc(C(C(=O)O)C(C)(C)C)cn1.COCc1c(F)c(F)c(CO)c(F)c1F. (2) Given the product NC(=O)c1cc(-c2nn([C@H]3CC[C@H](O)CC3)c3cc[nH]c(=O)c23)cs1, predict the reactants needed to synthesize it. The reactants are: NC(=O)c1cc(-c2nn(C3CCC(=O)CC3)c3cc[nH]c(=O)c23)cs1.